From a dataset of Peptide-MHC class II binding affinity with 134,281 pairs from IEDB. Regression. Given a peptide amino acid sequence and an MHC pseudo amino acid sequence, predict their binding affinity value. This is MHC class II binding data. (1) The peptide sequence is KFTQFAGKDLESIKG. The MHC is HLA-DPA10201-DPB10101 with pseudo-sequence HLA-DPA10201-DPB10101. The binding affinity (normalized) is 0.620. (2) The binding affinity (normalized) is 0.436. The MHC is DRB1_0101 with pseudo-sequence DRB1_0101. The peptide sequence is EVLVLLEFQSHLSGL. (3) The peptide sequence is PFCSHHFHELQLKDG. The MHC is HLA-DQA10103-DQB10603 with pseudo-sequence HLA-DQA10103-DQB10603. The binding affinity (normalized) is 0. (4) The peptide sequence is AFKPVLVDEGRKVAI. The MHC is DRB1_0801 with pseudo-sequence DRB1_0801. The binding affinity (normalized) is 0.412. (5) The peptide sequence is YVVSSFDNIKVFLEG. The MHC is H-2-IAb with pseudo-sequence H-2-IAb. The binding affinity (normalized) is 0.0533.